Dataset: Full USPTO retrosynthesis dataset with 1.9M reactions from patents (1976-2016). Task: Predict the reactants needed to synthesize the given product. (1) Given the product [CH3:1][O:2][C:3]1[CH:4]=[C:5]2[C:10](=[C:11]([N:13]3[CH2:18][CH2:17][N:16]([CH2:19][C:20]([F:23])([F:21])[F:22])[CH2:15][CH2:14]3)[CH:12]=1)[O:9][CH:8]([C:24]([OH:26])=[O:25])[CH2:7][CH2:6]2, predict the reactants needed to synthesize it. The reactants are: [CH3:1][O:2][C:3]1[CH:4]=[C:5]2[C:10](=[C:11]([N:13]3[CH2:18][CH2:17][N:16]([CH2:19][C:20]([F:23])([F:22])[F:21])[CH2:15][CH2:14]3)[CH:12]=1)[O:9][C:8]([C:24]([OH:26])=[O:25])=[CH:7][C:6]2=O.Cl.[Li+].[Cl-].[H][H]. (2) Given the product [NH2:11][C:12]1[CH:17]=[CH:16][N:15]([CH:18]2[CH2:22][O:21][CH:20]([CH2:23][O:24][C:25](=[O:41])[C:26]([CH3:39])([CH3:40])[CH2:27][CH2:28][CH2:29][CH2:30][CH2:31][CH2:32][C:33]3[CH:38]=[CH:37][CH:36]=[CH:35][CH:34]=3)[O:19]2)[C:14](=[O:42])[N:13]=1, predict the reactants needed to synthesize it. The reactants are: C(OC([NH:11][C:12]1[CH:17]=[CH:16][N:15]([CH:18]2[CH2:22][O:21][CH:20]([CH2:23][O:24][C:25](=[O:41])[C:26]([CH3:40])([CH3:39])[CH2:27][CH2:28][CH2:29][CH2:30][CH2:31][CH2:32][C:33]3[CH:38]=[CH:37][CH:36]=[CH:35][CH:34]=3)[O:19]2)[C:14](=[O:42])[N:13]=1)=O)C1C=CC=CC=1. (3) Given the product [O:1]1[C:5]2[CH:6]=[CH:7][C:8]([C:10]3([C:13]([NH:15][C:16]4[CH:17]=[C:18]([CH3:30])[CH:19]=[C:20]([C:22]5[CH:27]=[CH:26][C:25](=[O:28])[NH:24][CH:23]=5)[N:21]=4)=[O:14])[CH2:12][CH2:11]3)=[CH:9][C:4]=2[CH2:3][CH2:2]1, predict the reactants needed to synthesize it. The reactants are: [O:1]1[C:5]2[CH:6]=[CH:7][C:8]([C:10]3([C:13]([NH:15][C:16]4[N:21]=[C:20]([C:22]5[CH:23]=[N:24][C:25]([O:28]C)=[CH:26][CH:27]=5)[CH:19]=[C:18]([CH3:30])[CH:17]=4)=[O:14])[CH2:12][CH2:11]3)=[CH:9][C:4]=2[CH2:3][CH2:2]1.[Si](I)(C)(C)C.CO.